The task is: Regression. Given two drug SMILES strings and cell line genomic features, predict the synergy score measuring deviation from expected non-interaction effect.. This data is from NCI-60 drug combinations with 297,098 pairs across 59 cell lines. (1) Drug 1: CCN(CC)CCNC(=O)C1=C(NC(=C1C)C=C2C3=C(C=CC(=C3)F)NC2=O)C. Drug 2: C1CCC(C(C1)N)N.C(=O)(C(=O)[O-])[O-].[Pt+4]. Cell line: A549. Synergy scores: CSS=16.6, Synergy_ZIP=-1.27, Synergy_Bliss=-1.81, Synergy_Loewe=-16.4, Synergy_HSA=-1.34. (2) Drug 1: C1CCC(CC1)NC(=O)N(CCCl)N=O. Drug 2: C1C(C(OC1N2C=NC3=C2NC=NCC3O)CO)O. Cell line: CAKI-1. Synergy scores: CSS=33.5, Synergy_ZIP=-5.72, Synergy_Bliss=0.233, Synergy_Loewe=4.40, Synergy_HSA=5.17. (3) Drug 1: CC1=C(C(=CC=C1)Cl)NC(=O)C2=CN=C(S2)NC3=CC(=NC(=N3)C)N4CCN(CC4)CCO. Drug 2: CC1C(C(CC(O1)OC2CC(CC3=C2C(=C4C(=C3O)C(=O)C5=CC=CC=C5C4=O)O)(C(=O)C)O)N)O. Cell line: SR. Synergy scores: CSS=39.4, Synergy_ZIP=2.94, Synergy_Bliss=1.66, Synergy_Loewe=-15.5, Synergy_HSA=1.32. (4) Drug 1: CC1CCC2CC(C(=CC=CC=CC(CC(C(=O)C(C(C(=CC(C(=O)CC(OC(=O)C3CCCCN3C(=O)C(=O)C1(O2)O)C(C)CC4CCC(C(C4)OC)OCCO)C)C)O)OC)C)C)C)OC. Drug 2: C(=O)(N)NO. Cell line: SNB-75. Synergy scores: CSS=8.41, Synergy_ZIP=-4.42, Synergy_Bliss=-1.19, Synergy_Loewe=-14.7, Synergy_HSA=-1.46.